From a dataset of Catalyst prediction with 721,799 reactions and 888 catalyst types from USPTO. Predict which catalyst facilitates the given reaction. (1) Reactant: ClC(Cl)C.CN([CH:8]=[O:9])C.P(Cl)(Cl)(Cl)=O.[CH:15]1[C:16]([C:24]([O:26][CH3:27])=[O:25])=[CH:17][N:18]2[C:23]=1[CH2:22][CH2:21][CH2:20][CH2:19]2. Product: [CH:8]([C:17]1[N:18]2[C:23]([CH2:22][CH2:21][CH2:20][CH2:19]2)=[CH:15][C:16]=1[C:24]([O:26][CH3:27])=[O:25])=[O:9]. The catalyst class is: 10. (2) Reactant: [Cl:1][CH2:2][CH2:3][C:4]1[C:9](=[O:10])[N:8]2[CH2:11][CH2:12][CH2:13][CH:14]([O:15]C(=O)C)[C:7]2=[N:6][C:5]=1[CH3:19].[OH-].[Na+]. Product: [Cl:1][CH2:2][CH2:3][C:4]1[C:9](=[O:10])[N:8]2[CH2:11][CH2:12][CH2:13][CH:14]([OH:15])[C:7]2=[N:6][C:5]=1[CH3:19]. The catalyst class is: 6. (3) Reactant: [CH3:1][O:2][C:3]([NH:5][CH2:6][CH2:7][N:8]1[C:13]2[CH:14]=[C:15]([C:19]([O:21]C)=[O:20])[C:16]([CH3:18])=[CH:17][C:12]=2[S:11][CH:10]([CH3:23])[C:9]1=[O:24])=[O:4].O1CCC[CH2:26]1.C(O)C. Product: [CH3:1][O:2][C:3]([NH:5][CH2:6][CH2:7][N:8]1[C:13]2[CH:14]=[C:15]([C:19]([OH:21])=[O:20])[C:16]([CH3:18])=[CH:17][C:12]=2[S:11][C:10]([CH3:23])([CH3:26])[C:9]1=[O:24])=[O:4]. The catalyst class is: 74. (4) The catalyst class is: 28. Product: [Cl:4][C:5]1[N:6]=[C:7]2[CH:15]=[CH:14][C:13]([Cl:16])=[N:12][C:8]2=[N:9][C:10]=1[NH:2][NH2:3]. Reactant: O.[NH2:2][NH2:3].[Cl:4][C:5]1[N:6]=[C:7]2[CH:15]=[CH:14][C:13]([Cl:16])=[N:12][C:8]2=[N:9][C:10]=1Cl.CCO. (5) Product: [Cl:1][C:2]1[CH:29]=[C:28]([N:30]([CH3:32])[CH3:31])[CH:27]=[C:26]([CH3:33])[C:3]=1[C:4]([N:6]1[C:14]2[C:9](=[N:10][CH:11]=[CH:12][CH:13]=2)[C:8]([C:15]2[CH:24]=[CH:23][C:18]([C:19]([OH:21])=[O:20])=[CH:17][C:16]=2[F:25])=[N:7]1)=[O:5]. Reactant: [Cl:1][C:2]1[CH:29]=[C:28]([N:30]([CH3:32])[CH3:31])[CH:27]=[C:26]([CH3:33])[C:3]=1[C:4]([N:6]1[C:14]2[C:9](=[N:10][CH:11]=[CH:12][CH:13]=2)[C:8]([C:15]2[CH:24]=[CH:23][C:18]([C:19]([O:21]C)=[O:20])=[CH:17][C:16]=2[F:25])=[N:7]1)=[O:5].O[Li].O. The catalyst class is: 20. (6) Reactant: [CH3:1][C:2]1[N:3]=[C:4]([N:10]2[CH:15]=[CH:14][C:13]([O:16][CH2:17][C:18]3[CH:23]=[CH:22][CH:21]=[CH:20][CH:19]=3)=[CH:12][C:11]2=[O:24])[S:5][C:6]=1[C:7]([OH:9])=O.CN1CCOCC1.C(OC(Cl)=O)C(C)C.[CH2:40]([NH2:47])[C:41]1[CH:46]=[CH:45][CH:44]=[CH:43][CH:42]=1. Product: [CH2:40]([NH:47][C:7]([C:6]1[S:5][C:4]([N:10]2[CH:15]=[CH:14][C:13]([O:16][CH2:17][C:18]3[CH:23]=[CH:22][CH:21]=[CH:20][CH:19]=3)=[CH:12][C:11]2=[O:24])=[N:3][C:2]=1[CH3:1])=[O:9])[C:41]1[CH:46]=[CH:45][CH:44]=[CH:43][CH:42]=1. The catalyst class is: 96. (7) Reactant: [CH3:1][O:2][C:3]1[CH:11]=[C:10]2[C:6]([CH:7]=[CH:8][N:9]2[S:12]([C:15]2[CH:20]=[CH:19][CH:18]=[CH:17][CH:16]=2)(=[O:14])=[O:13])=[CH:5][C:4]=1[OH:21].N(C(N(C)C)=O)=NC(N(C)C)=O.C1(P(C2C=CC=CC=2)C2C=CC=CC=2)C=CC=CC=1.O[CH2:54][CH2:55][NH:56]C(=O)OC(C)(C)C.C(O)(C(F)(F)F)=O. Product: [CH3:1][O:2][C:3]1[CH:11]=[C:10]2[C:6]([CH:7]=[CH:8][N:9]2[S:12]([C:15]2[CH:20]=[CH:19][CH:18]=[CH:17][CH:16]=2)(=[O:14])=[O:13])=[CH:5][C:4]=1[O:21][CH2:54][CH2:55][NH2:56]. The catalyst class is: 2.